The task is: Predict the reactants needed to synthesize the given product.. This data is from Full USPTO retrosynthesis dataset with 1.9M reactions from patents (1976-2016). (1) Given the product [S:14]1[CH:15]=[CH:16][CH:17]=[C:13]1[CH2:12][O:11][C:10](=[O:18])[NH:9][C:6]1[CH:5]=[CH:4][C:3](/[C:1](/[NH2:2])=[N:20]\[OH:21])=[CH:8][CH:7]=1, predict the reactants needed to synthesize it. The reactants are: [C:1]([C:3]1[CH:8]=[CH:7][C:6]([NH:9][C:10](=[O:18])[O:11][CH2:12][C:13]2[S:14][CH:15]=[CH:16][CH:17]=2)=[CH:5][CH:4]=1)#[N:2].Cl.[NH2:20][OH:21].C(=O)([O-])[O-].[Na+].[Na+]. (2) Given the product [NH:5]=[S:13]1(=[O:16])[CH2:12][CH2:11][N:10]([C:17]([O:19][C:20]([CH3:23])([CH3:22])[CH3:21])=[O:18])[CH2:15][CH2:14]1, predict the reactants needed to synthesize it. The reactants are: FC(F)(F)C([NH2:5])=O.[O-2].[Mg+2].[N:10]1([C:17]([O:19][C:20]([CH3:23])([CH3:22])[CH3:21])=[O:18])[CH2:15][CH2:14][S:13](=[O:16])[CH2:12][CH2:11]1.C(OC1C(OC(=O)C)=C(I)C=CC=1)(=O)C.C(=O)([O-])[O-].[K+].[K+]. (3) Given the product [CH2:1]([O:3][C:4](=[O:14])[CH:5]([CH2:7][C:8]1[CH:13]=[CH:12][CH:11]=[CH:10][CH:9]=1)[CH2:6][P:25]([CH:23]([NH:22][C:20]([O:19][C:15]([CH3:16])([CH3:18])[CH3:17])=[O:21])[CH3:24])([OH:27])=[O:26])[CH3:2], predict the reactants needed to synthesize it. The reactants are: [CH2:1]([O:3][C:4](=[O:14])[C:5]([CH2:7][C:8]1[CH:13]=[CH:12][CH:11]=[CH:10][CH:9]=1)=[CH2:6])[CH3:2].[C:15]([O:19][C:20]([NH:22][CH:23]([PH:25](=[O:27])[OH:26])[CH3:24])=[O:21])([CH3:18])([CH3:17])[CH3:16]. (4) Given the product [C:1]([NH:4][C:5]1[C:14]([F:15])=[C:13]([N:40]2[CH2:41][C@H:37]([C:34]3([NH:33][C:31]([O:30][C:26]([CH3:28])([CH3:27])[CH3:29])=[O:32])[CH2:35][CH2:36]3)[C@H:38]([F:42])[CH2:39]2)[C:12]([CH3:17])=[C:11]2[C:6]=1[C:7](=[O:25])[C:8]([C:22]([OH:24])=[O:23])=[CH:9][N:10]2[C@@H:18]1[CH2:20][C@@H:19]1[F:21])(=[O:3])[CH3:2], predict the reactants needed to synthesize it. The reactants are: [C:1]([NH:4][C:5]1[C:14]([F:15])=[C:13](F)[C:12]([CH3:17])=[C:11]2[C:6]=1[C:7](=[O:25])[C:8]([C:22]([OH:24])=[O:23])=[CH:9][N:10]2[C@@H:18]1[CH2:20][C@@H:19]1[F:21])(=[O:3])[CH3:2].[C:26]([O:30][C:31]([NH:33][C:34]1([C@H:37]2[CH2:41][NH:40][CH2:39][C@H:38]2[F:42])[CH2:36][CH2:35]1)=[O:32])([CH3:29])([CH3:28])[CH3:27].CN1CCCCC1. (5) Given the product [C:37]([N:40]1[CH2:41][CH2:42][CH:43]([C:46]([N:28]2[CH2:29][CH2:30][C@H:25]([NH:24][CH2:23][C:14]3[CH:13]=[C:12]([C:5]4[CH:6]=[CH:7][C:8]([C:10]#[N:11])=[CH:9][C:4]=4[F:3])[CH:17]=[CH:16][C:15]=3[O:18][C:19]([F:21])([F:22])[F:20])[C@H:26]([C:31]3[CH:32]=[CH:33][CH:34]=[CH:35][CH:36]=3)[CH2:27]2)=[O:47])[CH2:44][CH2:45]1)(=[O:39])[CH3:38], predict the reactants needed to synthesize it. The reactants are: Cl.Cl.[F:3][C:4]1[CH:9]=[C:8]([C:10]#[N:11])[CH:7]=[CH:6][C:5]=1[C:12]1[CH:17]=[CH:16][C:15]([O:18][C:19]([F:22])([F:21])[F:20])=[C:14]([CH2:23][NH:24][C@H:25]2[CH2:30][CH2:29][NH:28][CH2:27][C@H:26]2[C:31]2[CH:36]=[CH:35][CH:34]=[CH:33][CH:32]=2)[CH:13]=1.[C:37]([N:40]1[CH2:45][CH2:44][CH:43]([C:46](O)=[O:47])[CH2:42][CH2:41]1)(=[O:39])[CH3:38].CCN=C=NCCCN(C)C.Cl.C1C=CC2N(O)N=NC=2C=1.